This data is from Full USPTO retrosynthesis dataset with 1.9M reactions from patents (1976-2016). The task is: Predict the reactants needed to synthesize the given product. (1) Given the product [Br:5][C:6]1[CH:7]=[C:8]([O:12][CH3:13])[CH:9]=[CH:10][C:11]=1[C:1](=[O:3])[CH3:2], predict the reactants needed to synthesize it. The reactants are: [C:1](Cl)(=[O:3])[CH3:2].[Br:5][C:6]1[CH:7]=[C:8]([O:12][CH3:13])[CH:9]=[CH:10][CH:11]=1.[Al+3].[Cl-].[Cl-].[Cl-]. (2) Given the product [F:1][C:2]1[C:10]([O:11][CH3:12])=[CH:9][CH:8]=[CH:7][C:3]=1[NH2:15], predict the reactants needed to synthesize it. The reactants are: [F:1][C:2]1[C:10]([O:11][CH3:12])=[CH:9][CH:8]=[CH:7][C:3]=1C(O)=O.C([N:15](CC)CC)C.C1(P(N=[N+]=[N-])(C2C=CC=CC=2)=O)C=CC=CC=1.CC(O)(C)C. (3) The reactants are: [N+:1]([C:4]1[CH:9]=[CH:8][C:7]([CH2:10][C:11](=[S:13])[NH2:12])=[CH:6][CH:5]=1)([O-:3])=[O:2].Br[CH2:15][C:16](=O)[C:17]([O:19][CH2:20][CH3:21])=[O:18]. Given the product [N+:1]([C:4]1[CH:5]=[CH:6][C:7]([CH2:10][C:11]2[S:13][CH:15]=[C:16]([C:17]([O:19][CH2:20][CH3:21])=[O:18])[N:12]=2)=[CH:8][CH:9]=1)([O-:3])=[O:2], predict the reactants needed to synthesize it. (4) Given the product [NH+:3]1[CH:2]=[CH:7][CH:6]=[CH:5][CH:4]=1.[CH2:12]([S:9]([OH:11])(=[O:10])=[O:8])[CH2:6][CH3:7], predict the reactants needed to synthesize it. The reactants are: N1[CH:5]=[CH:4][N:3]=[CH:2]1.[CH2:6]1[CH2:12][S:9](=[O:11])(=[O:10])[O:8][CH2:7]1. (5) Given the product [C:11]1([NH:10][C:5]2([CH3:8])[O:4][C:3](=[O:9])[C:2]([CH3:1])=[CH:6]2)[CH:16]=[CH:15][CH:14]=[CH:13][CH:12]=1, predict the reactants needed to synthesize it. The reactants are: [CH3:1][C:2]1[C:3](=[O:9])[O:4][C:5]([CH3:8])(O)[CH:6]=1.[NH2:10][C:11]1[CH:16]=[CH:15][CH:14]=[CH:13][CH:12]=1. (6) Given the product [CH:5]1([CH2:4][O:18][C:19]2[C:20]([Cl:33])=[CH:21][C:22]3[CH:23]([CH3:31])[CH:24]4[CH2:28][NH:27][CH2:26][CH:25]4[C:29]=3[CH:30]=2)[CH2:3][CH2:2]1, predict the reactants needed to synthesize it. The reactants are: Br[CH2:2][CH:3]1[CH2:5][CH2:4]1.C([O-])([O-])=O.[K+].[K+].C(NC(=O)[O-])C.[OH:18][C:19]1[CH:20]=[CH:21][C:22]2[CH:23]([CH3:31])[CH:24]3[CH2:28][NH:27][CH2:26][CH:25]3[C:29]=2[CH:30]=1.C(Cl)[Cl:33]. (7) Given the product [C:18]([O:22][C:23](=[O:30])[NH:24][C@H:25]1[CH2:28][C@H:27]([N:29]2[C:2]3[N:3]=[C:4]([S:16][CH3:17])[N:5]=[CH:6][C:7]=3[C:8]([CH3:14])([CH3:15])[C:9]2=[O:11])[CH2:26]1)([CH3:21])([CH3:19])[CH3:20], predict the reactants needed to synthesize it. The reactants are: Cl[C:2]1[C:7]([C:8]([CH3:15])([CH3:14])[C:9]([O:11]CC)=O)=[CH:6][N:5]=[C:4]([S:16][CH3:17])[N:3]=1.[C:18]([O:22][C:23](=[O:30])[NH:24][C@H:25]1[CH2:28][C@H:27]([NH2:29])[CH2:26]1)([CH3:21])([CH3:20])[CH3:19].C1(P(C2CCCCC2)C2C(OC)=CC=C(OC)C=2C2C(C(C)C)=CC(C(C)C)=CC=2C(C)C)CCCCC1.CC(C)([O-])C.[Na+]. (8) Given the product [Cl:1][C:2]1[CH:3]=[CH:4][C:5]([C:8]2[C:12]3[CH:13]=[CH:14][C:15]([O:17][S:20]([C:19]([F:32])([F:31])[F:18])(=[O:22])=[O:21])=[CH:16][C:11]=3[S:10][N:9]=2)=[CH:6][CH:7]=1, predict the reactants needed to synthesize it. The reactants are: [Cl:1][C:2]1[CH:7]=[CH:6][C:5]([C:8]2[C:12]3[CH:13]=[CH:14][C:15]([OH:17])=[CH:16][C:11]=3[S:10][N:9]=2)=[CH:4][CH:3]=1.[F:18][C:19]([F:32])([F:31])[S:20](O[S:20]([C:19]([F:32])([F:31])[F:18])(=[O:22])=[O:21])(=[O:22])=[O:21]. (9) Given the product [CH:27]1([C:25]#[C:26][C:3]2[S:4][C:5]3[N:6]=[CH:7][N:8]=[C:9]([O:11][C@H:12]([CH2:17][C:18]4[CH:23]=[CH:22][CH:21]=[CH:20][CH:19]=4)[C:13]([O:15][CH3:16])=[O:14])[C:10]=3[C:2]=2[I:1])[CH2:29][CH2:28]1, predict the reactants needed to synthesize it. The reactants are: [I:1][C:2]1[C:10]2[C:9]([O:11][C@H:12]([CH2:17][C:18]3[CH:23]=[CH:22][CH:21]=[CH:20][CH:19]=3)[C:13]([O:15][CH3:16])=[O:14])=[N:8][CH:7]=[N:6][C:5]=2[S:4][C:3]=1I.[C:25]([CH:27]1[CH2:29][CH2:28]1)#[CH:26].